From a dataset of PAMPA (Parallel Artificial Membrane Permeability Assay) permeability data from NCATS. Regression/Classification. Given a drug SMILES string, predict its absorption, distribution, metabolism, or excretion properties. Task type varies by dataset: regression for continuous measurements (e.g., permeability, clearance, half-life) or binary classification for categorical outcomes (e.g., BBB penetration, CYP inhibition). Dataset: pampa_ncats. (1) The compound is C1CN2CCC1C3=C2C=C4C(=C(SC4=N3)C(=O)NC5=CC=C(C=C5)Cl)N. The result is 1 (high permeability). (2) The compound is CCCC1=C(C(=O)NC(=C1)C)CNC(=O)C2=C3C=NN(C3=CC(=C2)C4=CC(=NC=C4)N5CCN(CC5)C)C(C)C. The result is 1 (high permeability).